Task: Regression. Given a peptide amino acid sequence and an MHC pseudo amino acid sequence, predict their binding affinity value. This is MHC class II binding data.. Dataset: Peptide-MHC class II binding affinity with 134,281 pairs from IEDB (1) The peptide sequence is GVLVATNFFGINTIP. The MHC is HLA-DQA10102-DQB10502 with pseudo-sequence HLA-DQA10102-DQB10502. The binding affinity (normalized) is 0.201. (2) The peptide sequence is KDVSLFCQMVSSVDFVPPMA. The MHC is HLA-DQA10301-DQB10302 with pseudo-sequence HLA-DQA10301-DQB10302. The binding affinity (normalized) is 0.171.